From a dataset of Forward reaction prediction with 1.9M reactions from USPTO patents (1976-2016). Predict the product of the given reaction. (1) Given the reactants [NH4+].[Cl-].[N+:3]([C:6]1[CH:23]=[CH:22][C:9]2[CH2:10][CH2:11][N:12]([C:15]([O:17][C:18]([CH3:21])([CH3:20])[CH3:19])=[O:16])[CH2:13][CH2:14][C:8]=2[CH:7]=1)([O-])=O, predict the reaction product. The product is: [NH2:3][C:6]1[CH:23]=[CH:22][C:9]2[CH2:10][CH2:11][N:12]([C:15]([O:17][C:18]([CH3:19])([CH3:21])[CH3:20])=[O:16])[CH2:13][CH2:14][C:8]=2[CH:7]=1. (2) Given the reactants [C:1]([C:3]1[CH:4]=[C:5]([NH:23]C(=O)C(F)(F)F)[CH:6]=[N:7][C:8]=1[S:9](=[O:22])(=[O:21])[NH:10][C:11]1[CH:12]=[CH:13][C:14]2[CH2:18][O:17][B:16]([OH:19])[C:15]=2[CH:20]=1)#[N:2].C(=O)([O-])[O-].[K+].[K+], predict the reaction product. The product is: [NH2:23][C:5]1[CH:4]=[C:3]([C:1]#[N:2])[C:8]([S:9]([NH:10][C:11]2[CH:12]=[CH:13][C:14]3[CH2:18][O:17][B:16]([OH:19])[C:15]=3[CH:20]=2)(=[O:21])=[O:22])=[N:7][CH:6]=1. (3) Given the reactants Cl.[Cl:2][C:3]1[CH:4]=[CH:5][C:6]([CH2:9][NH2:10])=[N:7][CH:8]=1.[CH:11](O)=[O:12].[OH-].[NH4+], predict the reaction product. The product is: [Cl:2][C:3]1[CH:4]=[CH:5][C:6]([CH2:9][NH:10][CH:11]=[O:12])=[N:7][CH:8]=1. (4) Given the reactants [Cl:1][C:2]1[N:3]=[C:4]([Cl:20])[C:5]2[C:10](I)=[CH:9][N:8]([CH2:12][O:13][CH2:14][CH2:15][Si:16]([CH3:19])([CH3:18])[CH3:17])[C:6]=2[N:7]=1.[Br-].[N:22]1[CH:27]=[CH:26][CH:25]=[CH:24][C:23]=1[Zn+].CCOC(C)=O, predict the reaction product. The product is: [Cl:1][C:2]1[N:3]=[C:4]([Cl:20])[C:5]2[C:10]([C:23]3[CH:24]=[CH:25][CH:26]=[CH:27][N:22]=3)=[CH:9][N:8]([CH2:12][O:13][CH2:14][CH2:15][Si:16]([CH3:19])([CH3:18])[CH3:17])[C:6]=2[N:7]=1. (5) Given the reactants Br[C:2]1[C:11]2[C:6](=[CH:7][CH:8]=[C:9]([N+:12]([O-:14])=[O:13])[CH:10]=2)[N:5]=[C:4]([N:15]2[CH2:20][CH2:19][N:18](C=O)[CH2:17][CH2:16]2)[CH:3]=1.[CH2:23]([Sn](CCCC)(CCCC)C=C)[CH2:24]CC, predict the reaction product. The product is: [N+:12]([C:9]1[CH:10]=[C:11]2[C:6](=[CH:7][CH:8]=1)[N:5]=[C:4]([N:15]1[CH2:20][CH2:19][NH:18][CH2:17][CH2:16]1)[CH:3]=[C:2]2[CH:23]=[CH2:24])([O-:14])=[O:13]. (6) Given the reactants [CH:1]1([N:7]([CH:19]2[CH2:24][CH2:23][CH2:22][CH2:21][CH2:20]2)[C:8]([NH:10][C:11]2[S:12][C:13]([S:16]C#N)=[CH:14][N:15]=2)=[O:9])[CH2:6][CH2:5][CH2:4][CH2:3][CH2:2]1.SC[C@@H]([C@@H](CS)O)O.Cl[CH2:34][CH2:35][N:36]1[CH2:41][CH2:40][CH2:39][CH2:38][CH2:37]1, predict the reaction product. The product is: [CH:19]1([N:7]([CH:1]2[CH2:2][CH2:3][CH2:4][CH2:5][CH2:6]2)[C:8]([NH:10][C:11]2[S:12][C:13]([S:16][CH2:34][CH2:35][N:36]3[CH2:41][CH2:40][CH2:39][CH2:38][CH2:37]3)=[CH:14][N:15]=2)=[O:9])[CH2:20][CH2:21][CH2:22][CH2:23][CH2:24]1. (7) The product is: [F:49][C:48]([F:51])([F:50])[C:46]([O-:52])=[O:47].[Cl:37][C:38]1[CH:45]=[CH:44][C:41]([CH2:42][NH+:29]2[CH2:28][C:11]3[C:12]([OH:27])=[C:13]([C:16]([NH:18][CH2:19][C:20]([OH:22])=[O:21])=[O:17])[C:14](=[O:15])[N:9]([CH2:8][C:5]4[CH:6]=[CH:7][C:46]([C:48]([F:51])([F:50])[F:49])=[CH:3][CH:4]=4)[C:10]=3[CH2:30]2)=[CH:40][CH:39]=1. Given the reactants Cl.C1(C2C=CC=CC=2)[CH:7]=[CH:6][C:5]([CH2:8][N:9]2[C:14](=[O:15])[C:13]([C:16]([NH:18][CH2:19][C:20]([O:22]C(C)(C)C)=[O:21])=[O:17])=[C:12]([OH:27])[C:11]3[CH2:28][NH:29][CH2:30][C:10]2=3)=[CH:4][CH:3]=1.[Cl:37][C:38]1[CH:45]=[CH:44][C:41]([CH2:42]Br)=[CH:40][CH:39]=1.[C:46]([OH:52])([C:48]([F:51])([F:50])[F:49])=[O:47], predict the reaction product.